Dataset: Catalyst prediction with 721,799 reactions and 888 catalyst types from USPTO. Task: Predict which catalyst facilitates the given reaction. (1) Reactant: C([O:3][C:4]([C:6]1[N:7]=[C:8]([C:11]2[CH:15]=[C:14]([CH3:16])[O:13][N:12]=2)[S:9][CH:10]=1)=[O:5])C.O.[OH-].[Li+].Cl. Product: [CH3:16][C:14]1[O:13][N:12]=[C:11]([C:8]2[S:9][CH:10]=[C:6]([C:4]([OH:5])=[O:3])[N:7]=2)[CH:15]=1. The catalyst class is: 20. (2) Reactant: [Br:1][C:2]1[CH:3]=[C:4]([N+:22]([O-])=O)[CH:5]=[CH:6][C:7]=1[O:8][CH:9]1[CH2:14][CH2:13][N:12]([C:15]([O:17][C:18]([CH3:21])([CH3:20])[CH3:19])=[O:16])[CH2:11][CH2:10]1. Product: [Br:1][C:2]1[CH:3]=[C:4]([CH:5]=[CH:6][C:7]=1[O:8][CH:9]1[CH2:10][CH2:11][N:12]([C:15]([O:17][C:18]([CH3:21])([CH3:20])[CH3:19])=[O:16])[CH2:13][CH2:14]1)[NH2:22]. The catalyst class is: 183. (3) Reactant: Cl[C:2]([O:4][C:5]1[CH:10]=[CH:9][CH:8]=[CH:7][CH:6]=1)=[O:3].[NH2:11][C:12]1([C:36]2[C:37]([O:42][CH2:43][CH3:44])=[N:38][CH:39]=[CH:40][CH:41]=2)[C:20]2[C:15](=[CH:16][CH:17]=[C:18]([Cl:21])[CH:19]=2)[N:14]([S:22]([C:25]2[CH:30]=[CH:29][C:28]([O:31][CH3:32])=[CH:27][C:26]=2[O:33][CH3:34])(=[O:24])=[O:23])[C:13]1=[O:35]. Product: [Cl:21][C:18]1[CH:19]=[C:20]2[C:15](=[CH:16][CH:17]=1)[N:14]([S:22]([C:25]1[CH:30]=[CH:29][C:28]([O:31][CH3:32])=[CH:27][C:26]=1[O:33][CH3:34])(=[O:23])=[O:24])[C:13](=[O:35])[C:12]2([NH:11][C:2](=[O:3])[O:4][C:5]1[CH:10]=[CH:9][CH:8]=[CH:7][CH:6]=1)[C:36]1[C:37]([O:42][CH2:43][CH3:44])=[N:38][CH:39]=[CH:40][CH:41]=1. The catalyst class is: 272. (4) Reactant: CC1(C)CCC[C:4](C)(C)[NH:3]1.C([Li])CCC.[Cl:16][C:17]1[CH:22]=[N:21][CH:20]=[CH:19][N:18]=1.C(OCC)=[O:24].C(O)(=O)C.NO.C(N(CC)CC)C. Product: [Cl:16][C:17]1[C:22]([CH:4]=[N:3][OH:24])=[N:21][CH:20]=[CH:19][N:18]=1. The catalyst class is: 323.